From a dataset of Full USPTO retrosynthesis dataset with 1.9M reactions from patents (1976-2016). Predict the reactants needed to synthesize the given product. (1) The reactants are: CN(C(ON1N=NC2C=CC=CC1=2)=[N+](C)C)C.[B-](F)(F)(F)F.CN1CCOCC1.Cl.[CH3:31][O:32][C:33]1[C:38]([CH3:39])=[CH:37][C:36]([CH:40]2[CH2:45][N:44]3[CH:46]=[C:47]([C:49]([OH:51])=O)[N:48]=[C:43]3[CH2:42][CH2:41]2)=[CH:35][C:34]=1[CH3:52].[C:53]1([CH:59]([N:66]2[CH2:71][CH2:70][NH:69][CH2:68][CH2:67]2)[C:60]2[CH:65]=[CH:64][CH:63]=[CH:62][CH:61]=2)[CH:58]=[CH:57][CH:56]=[CH:55][CH:54]=1. Given the product [CH:59]([N:66]1[CH2:71][CH2:70][N:69]([C:49]([C:47]2[N:48]=[C:43]3[CH2:42][CH2:41][CH:40]([C:36]4[CH:37]=[C:38]([CH3:39])[C:33]([O:32][CH3:31])=[C:34]([CH3:52])[CH:35]=4)[CH2:45][N:44]3[CH:46]=2)=[O:51])[CH2:68][CH2:67]1)([C:60]1[CH:65]=[CH:64][CH:63]=[CH:62][CH:61]=1)[C:53]1[CH:58]=[CH:57][CH:56]=[CH:55][CH:54]=1, predict the reactants needed to synthesize it. (2) Given the product [CH3:1][O:2][C:3]([C:5]1[C:6]([OH:24])=[C:7]2[C:12](=[CH:13][N:14]=1)[N:11]([CH2:15][C:16]1[CH:21]=[CH:20][CH:19]=[CH:18][CH:17]=1)[C:10](=[O:22])[C:9]([C:30]1[CH:35]=[CH:34][N:33]=[CH:32][CH:31]=1)=[CH:8]2)=[O:4], predict the reactants needed to synthesize it. The reactants are: [CH3:1][O:2][C:3]([C:5]1[C:6]([OH:24])=[C:7]2[C:12](=[CH:13][N:14]=1)[N:11]([CH2:15][C:16]1[CH:21]=[CH:20][CH:19]=[CH:18][CH:17]=1)[C:10](=[O:22])[C:9](Br)=[CH:8]2)=[O:4].C([Sn](CCCC)(CCCC)[C:30]1[CH:35]=[CH:34][N:33]=[CH:32][CH:31]=1)CCC.CCOC(C)=O.Cl. (3) Given the product [Br:18][C:16]1[CH:17]=[C:12]([NH:11][C:8]2[CH:7]=[CH:6][C:5]([CH:3]3[CH2:4][N:1]([CH3:24])[CH2:2]3)=[CH:10][N:9]=2)[C:13](=[O:20])[N:14]([CH3:19])[CH:15]=1, predict the reactants needed to synthesize it. The reactants are: [NH:1]1[CH2:4][CH:3]([C:5]2[CH:6]=[CH:7][C:8]([NH:11][C:12]3[C:13](=[O:20])[N:14]([CH3:19])[CH:15]=[C:16]([Br:18])[CH:17]=3)=[N:9][CH:10]=2)[CH2:2]1.C=O.[BH3-][C:24]#N.[Na+].C(OCCOCC)C. (4) Given the product [C:3]([O:5][CH2:55][O:54][C:52](=[O:53])[N:20]([C@H:21]1[CH2:22][CH2:23][C@H:24]([NH:27][C:28]2[N:33]=[C:32](/[CH:34]=[C:35]3/[C:36](=[O:41])[NH:37][C:38](=[O:40])[S:39]/3)[CH:31]=[CH:30][N:29]=2)[CH2:25][CH2:26]1)[CH2:19][C:17]1[CH:16]=[CH:15][CH:14]=[C:13]([C:10]2[CH:11]=[CH:12][S:8][CH:9]=2)[N:18]=1)(=[O:4])[CH3:2], predict the reactants needed to synthesize it. The reactants are: F[C:2](F)(F)[C:3]([OH:5])=[O:4].[S:8]1[CH:12]=[CH:11][C:10]([C:13]2[N:18]=[C:17]([CH2:19][NH:20][C@H:21]3[CH2:26][CH2:25][C@H:24]([NH:27][C:28]4[N:33]=[C:32](/[CH:34]=[C:35]5/[C:36](=[O:41])[NH:37][C:38](=[O:40])[S:39]/5)[CH:31]=[CH:30][N:29]=4)[CH2:23][CH2:22]3)[CH:16]=[CH:15][CH:14]=2)=[CH:9]1.CCN(C(C)C)C(C)C.Cl[C:52]([O:54][CH2:55]Cl)=[O:53]. (5) Given the product [ClH:37].[ClH:1].[CH3:3][C:4]1[CH:13]=[CH:12][C:11]2[C:6](=[CH:7][CH:8]=[CH:9][C:10]=2[N:14]2[CH2:19][CH2:18][N:17]([CH2:20][CH2:21][C:22]3[CH:23]=[C:24]([N:28]4[CH2:32][CH2:31][N:30]([CH2:38][C:39]5[CH:44]=[CH:43][N:42]=[CH:41][CH:40]=5)[C:29]4=[O:33])[CH:25]=[CH:26][CH:27]=3)[CH2:16][CH2:15]2)[N:5]=1, predict the reactants needed to synthesize it. The reactants are: [ClH:1].Cl.[CH3:3][C:4]1[CH:13]=[CH:12][C:11]2[C:6](=[CH:7][CH:8]=[CH:9][C:10]=2[N:14]2[CH2:19][CH2:18][N:17]([CH2:20][CH2:21][C:22]3[CH:23]=[C:24]([N:28]4[CH2:32][CH2:31][NH:30][C:29]4=[O:33])[CH:25]=[CH:26][CH:27]=3)[CH2:16][CH2:15]2)[N:5]=1.[H-].[Na+].Cl.[Cl:37][CH2:38][C:39]1[CH:44]=[CH:43][N:42]=[CH:41][CH:40]=1. (6) The reactants are: [OH:1][C:2]1[C:3]2[N:11]=[CH:10][CH:9]=[C:8]([C:12]([NH2:14])=O)[C:4]=2[N:5]=[CH:6][N:7]=1.Cl.[NH2:16][C@@H:17]([C:33]1[CH:38]=[CH:37][C:36]([Cl:39])=[C:35]([C:40]([F:43])([F:42])[F:41])[CH:34]=1)[CH2:18][N:19]([CH3:32])S(C1C=CC([N+]([O-])=O)=CC=1)(=O)=O. Given the product [Cl:39][C:36]1[CH:37]=[CH:38][C:33]([C@H:17]([NH:16][C:12]2[C:8]3[CH:9]=[CH:10][N:11]=[C:3]([C:2]([NH2:7])=[O:1])[C:4]=3[N:5]=[CH:6][N:14]=2)[CH2:18][NH:19][CH3:32])=[CH:34][C:35]=1[C:40]([F:41])([F:42])[F:43], predict the reactants needed to synthesize it. (7) Given the product [CH3:25][C:19]1[CH:20]=[CH:15][CH:16]=[C:17]([CH3:18])[C:24]=1[OH:1], predict the reactants needed to synthesize it. The reactants are: [O:1]=O.CN(CCCC)C.[CH2:15](N[CH2:15][CH2:16][CH2:17][CH3:18])[CH2:16][CH2:17][CH3:18].[C:19]1([CH3:25])[CH:24]=CC=C[CH:20]=1.